Dataset: Forward reaction prediction with 1.9M reactions from USPTO patents (1976-2016). Task: Predict the product of the given reaction. (1) Given the reactants [O:1]1[C:6]2[CH:7]=[CH:8][CH:9]=[CH:10][C:5]=2[NH:4][CH2:3][CH2:2]1.[C:11]1(=[O:21])[O:16][C:14](=[O:15])[C:13]2=[CH:17][CH:18]=[CH:19][CH:20]=[C:12]12, predict the reaction product. The product is: [O:1]1[C:6]2[CH:7]=[CH:8][CH:9]=[CH:10][C:5]=2[N:4]([C:11]([C:12]2[CH:20]=[CH:19][CH:18]=[CH:17][C:13]=2[C:14]([OH:16])=[O:15])=[O:21])[CH2:3][CH2:2]1. (2) Given the reactants I[C:2]1[CH:3]=[C:4]2[C:8](=[CH:9][CH:10]=1)[NH:7][CH:6]=[CH:5]2.[CH3:11][O:12][C:13]1[CH:18]=[CH:17][C:16]([SH:19])=[CH:15][CH:14]=1.C([O-])([O-])=O.[K+].[K+].C(O)CO, predict the reaction product. The product is: [CH3:11][O:12][C:13]1[CH:18]=[CH:17][C:16]([S:19][C:2]2[CH:3]=[C:4]3[C:8](=[CH:9][CH:10]=2)[NH:7][CH:6]=[CH:5]3)=[CH:15][CH:14]=1. (3) Given the reactants [Cl:1][C:2]1[CH:7]=[CH:6][C:5]([C:8]2[N:9]([CH2:14][CH:15]=[CH2:16])[C:10](=[O:13])[NH:11][N:12]=2)=[CH:4][CH:3]=1.Cl[CH2:18][C:19]1[N:20]([CH2:27][C:28]2[C:33]([Cl:34])=[CH:32][CH:31]=[CH:30][C:29]=2[Cl:35])[CH:21]=[C:22]([N+:24]([O-:26])=[O:25])[N:23]=1.C(=O)([O-])[O-].[Cs+].[Cs+], predict the reaction product. The product is: [CH2:14]([N:9]1[C:8]([C:5]2[CH:4]=[CH:3][C:2]([Cl:1])=[CH:7][CH:6]=2)=[N:12][N:11]([CH2:18][C:19]2[N:20]([CH2:27][C:28]3[C:29]([Cl:35])=[CH:30][CH:31]=[CH:32][C:33]=3[Cl:34])[CH:21]=[C:22]([N+:24]([O-:26])=[O:25])[N:23]=2)[C:10]1=[O:13])[CH:15]=[CH2:16]. (4) Given the reactants [Cl:1][C:2]1[CH:11]=[C:10]2[C:5]([C:6](O)=[CH:7][CH:8]=[N:9]2)=[CH:4][CH:3]=1.[Br-:13].[Br-].C1(P(C2C=CC=CC=2)C2C=CC=CC=2)C=CC=CC=1, predict the reaction product. The product is: [Br:13][C:6]1[C:5]2[C:10](=[CH:11][C:2]([Cl:1])=[CH:3][CH:4]=2)[N:9]=[CH:8][CH:7]=1. (5) Given the reactants [CH3:1][CH2:2][O:3][C:4](/[CH:6]=[C:7](/[CH2:9]P(OCC)(OCC)=O)\[CH3:8])=[O:5].[CH2:18]1[CH2:22]O[CH2:20][CH2:19]1.CN1C(=O)N(C)[CH2:27][CH2:26][CH2:25]1.[Li][CH2:33][CH2:34][CH2:35][CH3:36].[NH4+].[Cl-], predict the reaction product. The product is: [CH3:8]/[C:7](/[CH:9]=[CH:20]/[CH:19]=[CH:18]/[CH2:22][CH2:25]/[CH:26]=[CH:27]\[CH2:36]/[CH:35]=[CH:34]\[CH2:33]/[CH:22]=[CH:18]\[CH2:19]/[CH:20]=[CH:25]\[CH2:26][CH3:27])=[CH:6]\[C:4]([O:3][CH2:2][CH3:1])=[O:5]. (6) Given the reactants [C:1]([C:3]1[CH:4]=[C:5]2[C:10](=[CH:11][C:12]=1[O:13][C:14]1[CH:22]=[CH:21][C:17]([C:18](O)=[O:19])=[CH:16][CH:15]=1)[O:9][CH2:8][CH2:7][CH:6]2[C:23]([O:25][CH3:26])=[O:24])#[N:2].C(Cl)(=O)C(Cl)=O.[Cl:33][C:34]1[CH:35]=[C:36]([NH2:41])[CH:37]=[CH:38][C:39]=1[Cl:40].C(N(CC)C(C)C)(C)C, predict the reaction product. The product is: [Cl:33][C:34]1[CH:35]=[C:36]([NH:41][C:18]([C:17]2[CH:16]=[CH:15][C:14]([O:13][C:12]3[CH:11]=[C:10]4[C:5]([CH:6]([C:23]([O:25][CH3:26])=[O:24])[CH2:7][CH2:8][O:9]4)=[CH:4][C:3]=3[C:1]#[N:2])=[CH:22][CH:21]=2)=[O:19])[CH:37]=[CH:38][C:39]=1[Cl:40]. (7) The product is: [CH2:1]([O:5][C:12]1[N:17]=[C:16]([CH3:18])[C:15]([C:19]([OH:21])=[O:20])=[CH:14][N:13]=1)[CH2:2][CH2:3][CH3:4]. Given the reactants [CH2:1]([OH:5])[CH2:2][CH2:3][CH3:4].[OH-].[K+].CS([C:12]1[N:17]=[C:16]([CH3:18])[C:15]([C:19]([O:21]CC)=[O:20])=[CH:14][N:13]=1)(=O)=O, predict the reaction product.